Dataset: Forward reaction prediction with 1.9M reactions from USPTO patents (1976-2016). Task: Predict the product of the given reaction. (1) Given the reactants C(OC([NH:11][C@H:12]1[CH2:17][CH2:16][N:15]([C:18]2[O:19][C:20]([CH2:30][CH3:31])=[C:21]([C:23]([O:25][CH2:26][CH2:27][CH2:28][CH3:29])=[O:24])[N:22]=2)[CH2:14][C@H:13]1[O:32][CH2:33][CH2:34][CH3:35])=O)C1C=CC=CC=1, predict the reaction product. The product is: [NH2:11][C@H:12]1[CH2:17][CH2:16][N:15]([C:18]2[O:19][C:20]([CH2:30][CH3:31])=[C:21]([C:23]([O:25][CH2:26][CH2:27][CH2:28][CH3:29])=[O:24])[N:22]=2)[CH2:14][C@H:13]1[O:32][CH2:33][CH2:34][CH3:35]. (2) Given the reactants [BH4-].[Na+].[CH3:3][O:4][CH2:5][O:6][C:7]1[C:16]([N+:17]([O-:19])=[O:18])=[C:15]2[C:10]([CH:11]=[CH:12][C:13]([CH:20]=[O:21])=[N:14]2)=[CH:9][CH:8]=1, predict the reaction product. The product is: [CH3:3][O:4][CH2:5][O:6][C:7]1[C:16]([N+:17]([O-:19])=[O:18])=[C:15]2[C:10]([CH:11]=[CH:12][C:13]([CH2:20][OH:21])=[N:14]2)=[CH:9][CH:8]=1.